Dataset: Peptide-MHC class I binding affinity with 185,985 pairs from IEDB/IMGT. Task: Regression. Given a peptide amino acid sequence and an MHC pseudo amino acid sequence, predict their binding affinity value. This is MHC class I binding data. (1) The peptide sequence is ALNKMFCQL. The MHC is HLA-A02:02 with pseudo-sequence HLA-A02:02. The binding affinity (normalized) is 0.448. (2) The peptide sequence is IPIGMQFDKV. The MHC is HLA-B35:01 with pseudo-sequence HLA-B35:01. The binding affinity (normalized) is 0.208. (3) The peptide sequence is YVFPVIFSK. The MHC is Patr-A0101 with pseudo-sequence Patr-A0101. The binding affinity (normalized) is 0.310. (4) The binding affinity (normalized) is 0.230. The MHC is HLA-B07:02 with pseudo-sequence HLA-B07:02. The peptide sequence is LFKTTVNSL. (5) The peptide sequence is KAIGTVLV. The MHC is HLA-B58:01 with pseudo-sequence HLA-B58:01. The binding affinity (normalized) is 0.272. (6) The peptide sequence is MPTYKHLIMF. The MHC is HLA-B35:01 with pseudo-sequence HLA-B35:01. The binding affinity (normalized) is 0.721. (7) The peptide sequence is ISTPPLVRLVF. The MHC is Mamu-A02 with pseudo-sequence Mamu-A02. The binding affinity (normalized) is 0.565. (8) The peptide sequence is SVPAAIMMI. The MHC is Mamu-A01 with pseudo-sequence Mamu-A01. The binding affinity (normalized) is 0.479.